This data is from Full USPTO retrosynthesis dataset with 1.9M reactions from patents (1976-2016). The task is: Predict the reactants needed to synthesize the given product. (1) Given the product [Cl:1][C:2]1[CH:3]=[C:4]2[C:9](=[CH:10][C:11]=1[O:12][C:13]1[CH:14]=[CH:15][C:16]([C:19](=[O:34])[NH:20][CH:21]3[CH2:22][CH2:23][CH:24]([C:27]4[CH:28]=[CH:29][C:30]([Cl:33])=[CH:31][CH:32]=4)[CH2:25][CH2:26]3)=[CH:17][CH:18]=1)[O:8][CH2:7][CH2:6][CH:5]2[C:35]([OH:37])=[O:36], predict the reactants needed to synthesize it. The reactants are: [Cl:1][C:2]1[CH:3]=[C:4]2[C:9](=[CH:10][C:11]=1[O:12][C:13]1[CH:18]=[CH:17][C:16]([C:19](=[O:34])[NH:20][CH:21]3[CH2:26][CH2:25][CH:24]([C:27]4[CH:32]=[CH:31][C:30]([Cl:33])=[CH:29][CH:28]=4)[CH2:23][CH2:22]3)=[CH:15][CH:14]=1)[O:8][CH2:7][CH2:6][CH:5]2[C:35]([O:37]CC)=[O:36].[OH-].[Na+]. (2) Given the product [OH:16][N:15]=[C:2]([C:3]1[CH:4]=[CH:5][CH:6]=[C:11]([CH2:21][O:20][CH2:19][CH2:18][OH:17])[CH:12]=1)[NH2:1], predict the reactants needed to synthesize it. The reactants are: [NH2:1][C:2](=[N:15][OH:16])[C:3]1[CH:12]=[CH:11][C:6](C(OC)=O)=[CH:5][C:4]=1OC.[OH:17][CH2:18][CH2:19][O:20][CH2:21]C1C=C(C=CC=1)C#N. (3) Given the product [CH2:1]([O:3][C:4](=[O:19])[CH:5]([C:40]1[CH:41]=[C:42]([C:43]#[N:44])[CH:45]=[CH:46][C:39]=1[N+:36]([O-:38])=[O:37])[C:6]1[CH:11]=[CH:10][C:9]([CH2:12][N:13]2[CH2:18][CH2:17][O:16][CH2:15][CH2:14]2)=[CH:8][N:7]=1)[CH3:2], predict the reactants needed to synthesize it. The reactants are: [CH2:1]([O:3][C:4](=[O:19])[CH2:5][C:6]1[CH:11]=[CH:10][C:9]([CH2:12][N:13]2[CH2:18][CH2:17][O:16][CH2:15][CH2:14]2)=[CH:8][N:7]=1)[CH3:2].C(OC(=O)OCC)C.C([N-]C(C)C)(C)C.[Li+].[N+:36]([C:39]1[CH:46]=[CH:45][C:42]([C:43]#[N:44])=[CH:41][CH:40]=1)([O-:38])=[O:37].